Predict the product of the given reaction. From a dataset of Forward reaction prediction with 1.9M reactions from USPTO patents (1976-2016). (1) Given the reactants [OH-].[Na+].C([O:5][C:6](=[O:45])[CH2:7][C:8]1[CH:9]=[N:10][C:11]([C:14]2[CH:19]=[CH:18][C:17]([C:20]([CH2:42][CH3:43])([C:23]3[CH:28]=[CH:27][C:26](/[CH:29]=[CH:30]/[C:31]([OH:40])([C:36]([F:39])([F:38])[F:37])[C:32]([F:35])([F:34])[F:33])=[C:25]([CH3:41])[CH:24]=3)[CH2:21][CH3:22])=[CH:16][C:15]=2[CH3:44])=[N:12][CH:13]=1)C.Cl, predict the reaction product. The product is: [CH2:21]([C:20]([C:17]1[CH:18]=[CH:19][C:14]([C:11]2[N:12]=[CH:13][C:8]([CH2:7][C:6]([OH:45])=[O:5])=[CH:9][N:10]=2)=[C:15]([CH3:44])[CH:16]=1)([C:23]1[CH:28]=[CH:27][C:26](/[CH:29]=[CH:30]/[C:31]([OH:40])([C:36]([F:38])([F:39])[F:37])[C:32]([F:35])([F:33])[F:34])=[C:25]([CH3:41])[CH:24]=1)[CH2:42][CH3:43])[CH3:22]. (2) Given the reactants [CH3:1][O:2][C:3]([C:5]1[CH:6]=[CH:7][CH:8]=[C:9]2[C:13]=1[NH:12][N:11]=[CH:10]2)=[O:4].[CH3:14]I, predict the reaction product. The product is: [CH3:1][O:2][C:3]([C:5]1[CH:6]=[CH:7][CH:8]=[C:9]2[C:13]=1[N:12]([CH3:14])[N:11]=[CH:10]2)=[O:4]. (3) Given the reactants Cl[C:2]1[C:7]([C:8]#[N:9])=[C:6]([Cl:10])[N:5]=[C:4]([NH:11][CH2:12][CH2:13][OH:14])[N:3]=1.[F:15][C:16]1[CH:21]=[CH:20][C:19]([N:22]2[CH2:27][CH2:26][NH:25][CH2:24][CH2:23]2)=[CH:18][CH:17]=1.C(N(C(C)C)C(C)C)C, predict the reaction product. The product is: [Cl:10][C:6]1[C:7]([C:8]#[N:9])=[C:2]([N:25]2[CH2:24][CH2:23][N:22]([C:19]3[CH:18]=[CH:17][C:16]([F:15])=[CH:21][CH:20]=3)[CH2:27][CH2:26]2)[N:3]=[C:4]([NH:11][CH2:12][CH2:13][OH:14])[N:5]=1. (4) Given the reactants C(OC([N:8]1[CH2:17][CH2:16][C:15]2[C:11](=[C:12](OS(C(F)(F)F)(=O)=O)[N:13]([CH:18]3[CH2:22][CH2:21][CH2:20][CH2:19]3)[N:14]=2)[CH2:10][CH2:9]1)=O)(C)(C)C.[S:31]1[CH:35]=[CH:34][CH:33]=[C:32]1B(O)O, predict the reaction product. The product is: [CH:18]1([N:13]2[C:12]([C:32]3[S:31][CH:35]=[CH:34][CH:33]=3)=[C:11]3[C:15]([CH2:16][CH2:17][NH:8][CH2:9][CH2:10]3)=[N:14]2)[CH2:19][CH2:20][CH2:21][CH2:22]1. (5) Given the reactants [NH2:1][C:2]1[N:7]=[CH:6][N:5]=[C:4]2[N:8]([CH:30]3[CH2:35][CH2:34][CH2:33][N:32]([C:36](=[O:40])[CH2:37][C:38]#[N:39])[CH2:31]3)[N:9]=[C:10]([C:11]3[CH:16]=[CH:15][C:14]([NH:17][C:18](=[O:29])[C:19]4[CH:24]=[CH:23][C:22]([C:25]([F:28])([F:27])[F:26])=[CH:21][CH:20]=4)=[CH:13][CH:12]=3)[C:3]=12.[CH:41]1([CH:44]=O)[CH2:43][CH2:42]1.N1CCCCC1, predict the reaction product. The product is: [NH2:1][C:2]1[N:7]=[CH:6][N:5]=[C:4]2[N:8]([C@@H:30]3[CH2:35][CH2:34][CH2:33][N:32]([C:36](=[O:40])[C:37]([C:38]#[N:39])=[CH:44][CH:41]4[CH2:43][CH2:42]4)[CH2:31]3)[N:9]=[C:10]([C:11]3[CH:12]=[CH:13][C:14]([NH:17][C:18](=[O:29])[C:19]4[CH:20]=[CH:21][C:22]([C:25]([F:28])([F:27])[F:26])=[CH:23][CH:24]=4)=[CH:15][CH:16]=3)[C:3]=12.